Predict the product of the given reaction. From a dataset of Forward reaction prediction with 1.9M reactions from USPTO patents (1976-2016). (1) Given the reactants [F:1][C:2]([F:26])([F:25])[O:3][C:4]1[CH:9]=[CH:8][C:7]([N:10]2[CH:14]=[N:13][C:12]([C:15]3[CH:16]=[C:17]([CH2:21][CH2:22][CH2:23][NH2:24])[CH:18]=[CH:19][CH:20]=3)=[N:11]2)=[CH:6][CH:5]=1.[CH3:27][O:28][C:29]1[CH:34]=[CH:33][C:32]([NH:35][C:36]([NH2:38])=[S:37])=[C:31]([CH3:39])[CH:30]=1.[C:40]([O-])(=[O:42])C.[Na+], predict the reaction product. The product is: [CH3:27][O:28][C:29]1[CH:34]=[CH:33][C:32]([NH:35][C:36]([NH:38][C:40]([NH:24][CH2:23][CH2:22][CH2:21][C:17]2[CH:18]=[CH:19][CH:20]=[C:15]([C:12]3[N:13]=[CH:14][N:10]([C:7]4[CH:6]=[CH:5][C:4]([O:3][C:2]([F:1])([F:25])[F:26])=[CH:9][CH:8]=4)[N:11]=3)[CH:16]=2)=[O:42])=[S:37])=[C:31]([CH3:39])[CH:30]=1. (2) The product is: [Cl:1][C:2]1[C:3]2[C:4](=[N:8][N:9]([CH2:11][C:12]3[CH:28]=[CH:27][C:15]([CH2:16][N:33]4[CH:32]=[C:31]([C:30]([F:37])([F:36])[F:29])[CH:35]=[N:34]4)=[CH:14][CH:13]=3)[CH:10]=2)[N:5]=[CH:6][N:7]=1. Given the reactants [Cl:1][C:2]1[C:3]2[C:4](=[N:8][N:9]([CH2:11][C:12]3[CH:28]=[CH:27][C:15]([CH2:16]N4C=C(C(OCC)=O)C=N4)=[CH:14][CH:13]=3)[CH:10]=2)[N:5]=[CH:6][N:7]=1.[F:29][C:30]([F:37])([F:36])[C:31]1[CH:32]=[N:33][NH:34][CH:35]=1.N1C=C(C(OCC)=O)C=N1, predict the reaction product. (3) Given the reactants [OH:1][C:2]1[C:10]([CH2:11][CH2:12][CH3:13])=[CH:9][C:5]2[O:6][CH2:7][O:8][C:4]=2[CH:3]=1.C(=O)([O-])[O-].[K+].[K+].[CH2:20](Br)[C:21]#[CH:22], predict the reaction product. The product is: [CH2:22]([O:1][C:2]1[C:10]([CH2:11][CH2:12][CH3:13])=[CH:9][C:5]2[O:6][CH2:7][O:8][C:4]=2[CH:3]=1)[C:21]#[CH:20]. (4) Given the reactants [C:1]1([C:7]2[O:8][C:9]([C:15]([F:18])([F:17])[F:16])=[C:10]([C:12]([OH:14])=O)[N:11]=2)[CH:6]=[CH:5][CH:4]=[CH:3][CH:2]=1.[CH:19]1([N:25]2[C:33]3[C:28](=[CH:29][C:30]([N+:34]([O-])=O)=[CH:31][CH:32]=3)[C:27]([NH2:37])=[N:26]2)[CH2:24][CH2:23][CH2:22][CH2:21][CH2:20]1.NC1C2C(=CC=C(NC(C3N=C(C4C=CC=CC=4)OC=3C(F)(F)F)=O)C=2)N(CCC)N=1, predict the reaction product. The product is: [NH2:37][C:27]1[C:28]2[C:33](=[CH:32][CH:31]=[C:30]([NH:34][C:12]([C:10]3[N:11]=[C:7]([C:1]4[CH:2]=[CH:3][CH:4]=[CH:5][CH:6]=4)[O:8][C:9]=3[C:15]([F:18])([F:17])[F:16])=[O:14])[CH:29]=2)[N:25]([CH:19]2[CH2:24][CH2:23][CH2:22][CH2:21][CH2:20]2)[N:26]=1. (5) Given the reactants [Cl:1][C:2]1[CH:7]=[CH:6][CH:5]=[C:4]([NH:8][NH2:9])[N:3]=1.[CH2:10](OC(OCC)OCC)C, predict the reaction product. The product is: [Cl:1][C:2]1[N:3]2[CH:10]=[N:9][N:8]=[C:4]2[CH:5]=[CH:6][CH:7]=1. (6) Given the reactants Br[C:2]1[CH:3]=[C:4]([NH:8][C@@H:9]([C:12]2[CH:17]=[CH:16][C:15]([Cl:18])=[C:14]([CH3:19])[CH:13]=2)[CH2:10][CH3:11])[CH:5]=[CH:6][CH:7]=1.[Li]C(C)(C)C.CN([CH:28]=[O:29])C, predict the reaction product. The product is: [Cl:18][C:15]1[CH:16]=[CH:17][C:12]([C@H:9]([NH:8][C:4]2[CH:3]=[C:2]([CH:7]=[CH:6][CH:5]=2)[CH:28]=[O:29])[CH2:10][CH3:11])=[CH:13][C:14]=1[CH3:19]. (7) Given the reactants CC(C1C=CC(O)=CC=1)(C1C=CC([OH:10])=CC=1)C.C1OC1CCl.[CH3:23][O:24][C:25]([O:40][CH3:41])([C:32]([C:34]1[CH:39]=[CH:38][CH:37]=[CH:36][CH:35]=1)=[O:33])[C:26]1[CH:31]=[CH:30][CH:29]=[CH:28][CH:27]=1, predict the reaction product. The product is: [C:25]1(=[O:24])[O:40][C:41](=[O:10])[CH:31]2[CH2:30][CH2:29][CH2:28][CH2:27][CH:26]12.[CH3:41][O:40][C:25]([O:24][CH3:23])([C:26]1[CH:31]=[CH:30][CH:29]=[CH:28][CH:27]=1)[C:32]([C:34]1[CH:39]=[CH:38][CH:37]=[CH:36][CH:35]=1)=[O:33]. (8) The product is: [F:16][C:17]([F:22])([F:21])[CH2:18][CH2:19][NH:20][C:4](=[O:6])[C:3]1[CH:7]=[C:8]([N+:13]([O-:15])=[O:14])[C:9]([NH:11][CH3:12])=[CH:10][C:2]=1[Cl:1]. Given the reactants [Cl:1][C:2]1[CH:10]=[C:9]([NH:11][CH3:12])[C:8]([N+:13]([O-:15])=[O:14])=[CH:7][C:3]=1[C:4]([OH:6])=O.[F:16][C:17]([F:22])([F:21])[CH2:18][CH2:19][NH2:20].CN(C(ON1N=NC2C=CC=CC1=2)=[N+](C)C)C.[B-](F)(F)(F)F.CCN(C(C)C)C(C)C, predict the reaction product.